This data is from Full USPTO retrosynthesis dataset with 1.9M reactions from patents (1976-2016). The task is: Predict the reactants needed to synthesize the given product. Given the product [Br:1][C:2]1[CH:17]=[CH:16][C:15]([C:18]([F:19])([F:20])[F:21])=[CH:14][C:3]=1[CH2:4][N:5]([CH2:6][CH2:7][C:8]1[CH:9]=[CH:10][CH:11]=[CH:12][CH:13]=1)[C:25]([CH:22]1[CH2:24][CH2:23]1)=[O:26], predict the reactants needed to synthesize it. The reactants are: [Br:1][C:2]1[CH:17]=[CH:16][C:15]([C:18]([F:21])([F:20])[F:19])=[CH:14][C:3]=1[CH2:4][NH:5][CH2:6][CH2:7][C:8]1[CH:13]=[CH:12][CH:11]=[CH:10][CH:9]=1.[CH:22]1([C:25](Cl)=[O:26])[CH2:24][CH2:23]1.